Predict the reactants needed to synthesize the given product. From a dataset of Full USPTO retrosynthesis dataset with 1.9M reactions from patents (1976-2016). (1) Given the product [F:21][C:22]1[CH:30]=[C:29]2[C:25]([C:26]([C:40]3[CH:55]=[CH:54][C:43]4[N:44]=[C:45]([CH2:47][N:48]5[CH2:49][CH2:50][O:51][CH2:52][CH2:53]5)[O:46][C:42]=4[CH:41]=3)=[CH:27][NH:28]2)=[CH:24][CH:23]=1, predict the reactants needed to synthesize it. The reactants are: FC1C=C2C(C(I)=CN2S(C2C=CC=CC=2)(=O)=O)=CC=1.[F:21][C:22]1[CH:30]=[C:29]2[C:25]([C:26]([C:40]3[CH:55]=[CH:54][C:43]4[N:44]=[C:45]([CH2:47][N:48]5[CH2:53][CH2:52][O:51][CH2:50][CH2:49]5)[O:46][C:42]=4[CH:41]=3)=[CH:27][N:28]2S(C2C=CC=CC=2)(=O)=O)=[CH:24][CH:23]=1. (2) Given the product [CH3:23][N:22]([CH3:24])[C:18]1[CH:17]=[C:16]([C:14]([N:10]2[CH2:11][CH2:12][CH2:13][C:8]([C:5]3[CH:6]=[CH:7][C:2]([F:45])=[CH:3][CH:4]=3)([OH:25])[CH2:9]2)=[O:15])[CH:21]=[CH:20][N:19]=1, predict the reactants needed to synthesize it. The reactants are: Cl[C:2]1[CH:7]=[CH:6][C:5]([C:8]2([OH:25])[CH2:13][CH2:12][CH2:11][N:10]([C:14]([C:16]3[CH:21]=[CH:20][N:19]=[C:18]([N:22]([CH3:24])[CH3:23])[CH:17]=3)=[O:15])[CH2:9]2)=[C:4](C)[CH:3]=1.CN(C)C1C=C(C(N2CCCC(=O)C2)=O)C=CN=1.[F:45]C1C=CC([Mg]Br)=CC=1. (3) Given the product [O-:3][C:2]([CH:4]([C:6]1[CH:7]=[CH:8][C:9]([CH2:10][CH:11]([CH3:12])[CH3:13])=[CH:14][CH:15]=1)[CH3:5])=[O:1].[Sr+2:25].[O-:3][C:2]([CH:4]([C:6]1[CH:7]=[CH:8][C:9]([CH2:10][CH:11]([CH3:12])[CH3:13])=[CH:14][CH:15]=1)[CH3:5])=[O:1], predict the reactants needed to synthesize it. The reactants are: [OH:1][C:2]([CH:4]([C:6]1[CH:15]=[CH:14][C:9]([CH2:10][CH:11]([CH3:13])[CH3:12])=[CH:8][CH:7]=1)[CH3:5])=[O:3].[OH-].[Na+].O.O.O.O.O.O.[Cl-].[Sr+2:25].[Cl-]. (4) Given the product [CH3:33][C@H:34]1[CH2:39][CH2:38][C@H:37]([C:40]([N:16]([CH2:17][C:18]([N:20]2[CH2:25][CH2:24][O:23][CH2:22][CH2:21]2)=[O:19])[C:9]2[CH:8]=[C:7]([C:6]#[C:5][C:2]3([CH3:1])[CH2:3][CH2:4]3)[S:11][C:10]=2[C:12]([O:14][CH3:15])=[O:13])=[O:41])[CH2:36][CH2:35]1, predict the reactants needed to synthesize it. The reactants are: [CH3:1][C:2]1([C:5]#[C:6][C:7]2[S:11][C:10]([C:12]([O:14][CH3:15])=[O:13])=[C:9]([NH:16][CH2:17][C:18]([N:20]3[CH2:25][CH2:24][O:23][CH2:22][CH2:21]3)=[O:19])[CH:8]=2)[CH2:4][CH2:3]1.CCN(CC)CC.[CH3:33][C@H:34]1[CH2:39][CH2:38][C@H:37]([C:40](Cl)=[O:41])[CH2:36][CH2:35]1. (5) Given the product [Cl:11][C:10]1[CH:9]=[C:8]2[C:4]([CH:5]=[C:6]([CH2:12][C:13]3[CH:14]=[CH:15][C:16]([CH3:23])=[C:17]([CH:22]=3)[C:18]([O:20][CH3:21])=[O:19])[NH:7]2)=[CH:3][C:2]=1[C:32]1[CH:33]=[CH:34][C:35]([N:38]2[CH2:39][CH2:40][CH2:41][CH2:42]2)=[CH:36][CH:37]=1, predict the reactants needed to synthesize it. The reactants are: Br[C:2]1[CH:3]=[C:4]2[C:8](=[CH:9][C:10]=1[Cl:11])[NH:7][C:6]([CH2:12][C:13]1[CH:14]=[CH:15][C:16]([CH3:23])=[C:17]([CH:22]=1)[C:18]([O:20][CH3:21])=[O:19])=[CH:5]2.CC1(C)C(C)(C)OB([C:32]2[CH:37]=[CH:36][C:35]([N:38]3[CH2:42][CH2:41][CH2:40][CH2:39]3)=[CH:34][CH:33]=2)O1.C([O-])([O-])=O.[Na+].[Na+].